From a dataset of Cav3 T-type calcium channel HTS with 100,875 compounds. Binary Classification. Given a drug SMILES string, predict its activity (active/inactive) in a high-throughput screening assay against a specified biological target. The drug is S(=O)(=O)(N1C(CCC1)C(=O)NCc1occc1)c1ccc(cc1)C. The result is 0 (inactive).